Regression. Given two drug SMILES strings and cell line genomic features, predict the synergy score measuring deviation from expected non-interaction effect. From a dataset of NCI-60 drug combinations with 297,098 pairs across 59 cell lines. (1) Drug 1: CS(=O)(=O)C1=CC(=C(C=C1)C(=O)NC2=CC(=C(C=C2)Cl)C3=CC=CC=N3)Cl. Drug 2: C1CCC(CC1)NC(=O)N(CCCl)N=O. Cell line: NCI/ADR-RES. Synergy scores: CSS=26.5, Synergy_ZIP=-2.86, Synergy_Bliss=2.58, Synergy_Loewe=2.09, Synergy_HSA=2.62. (2) Drug 1: CC12CCC(CC1=CCC3C2CCC4(C3CC=C4C5=CN=CC=C5)C)O. Drug 2: CCCCCOC(=O)NC1=NC(=O)N(C=C1F)C2C(C(C(O2)C)O)O. Cell line: OVCAR3. Synergy scores: CSS=12.8, Synergy_ZIP=-1.73, Synergy_Bliss=3.13, Synergy_Loewe=-3.70, Synergy_HSA=1.38. (3) Drug 1: CCC1(CC2CC(C3=C(CCN(C2)C1)C4=CC=CC=C4N3)(C5=C(C=C6C(=C5)C78CCN9C7C(C=CC9)(C(C(C8N6C=O)(C(=O)OC)O)OC(=O)C)CC)OC)C(=O)OC)O.OS(=O)(=O)O. Drug 2: C1=NC(=NC(=O)N1C2C(C(C(O2)CO)O)O)N. Cell line: U251. Synergy scores: CSS=45.8, Synergy_ZIP=-5.15, Synergy_Bliss=-4.84, Synergy_Loewe=-18.5, Synergy_HSA=-5.17.